From a dataset of Forward reaction prediction with 1.9M reactions from USPTO patents (1976-2016). Predict the product of the given reaction. (1) Given the reactants [CH2:1]1[C:10]2[C:5](=[CH:6][CH:7]=[CH:8][CH:9]=2)[CH2:4][CH2:3][N:2]1[CH2:11][CH2:12][CH2:13][CH2:14][O:15][C:16]1[N:25]=[C:24]2[C:19]([CH2:20][CH2:21][C:22](=[O:26])[NH:23]2)=[CH:18][CH:17]=1.[F:27][C:28]([F:40])([F:39])C1C=CC=C2C=1CNCC2, predict the reaction product. The product is: [F:27][C:28]([F:40])([F:39])[C:9]1[CH:8]=[CH:7][CH:6]=[C:5]2[C:10]=1[CH2:1][N:2]([CH2:11][CH2:12][CH2:13][CH2:14][O:15][C:16]1[N:25]=[C:24]3[C:19]([CH2:20][CH2:21][C:22](=[O:26])[NH:23]3)=[CH:18][CH:17]=1)[CH2:3][CH2:4]2. (2) Given the reactants [CH3:1][O:2][C:3]1[CH:4]=[C:5]([C@@H:11]([CH2:28][O:29]CC2C=CC(OC)=CC=2)[C:12]([C:14]2[C:15]([O:26]C)=[C:16]3[C:21](=[CH:22][CH:23]=2)[O:20][C:19]([CH3:25])([CH3:24])[CH:18]=[CH:17]3)=[O:13])[CH:6]=[CH:7][C:8]=1[O:9][CH3:10].B(Cl)(Cl)Cl, predict the reaction product. The product is: [CH3:1][O:2][C:3]1[CH:4]=[C:5]([C@@H:11]([CH2:28][OH:29])[C:12]([C:14]2[C:15]([OH:26])=[C:16]3[C:21](=[CH:22][CH:23]=2)[O:20][C:19]([CH3:24])([CH3:25])[CH:18]=[CH:17]3)=[O:13])[CH:6]=[CH:7][C:8]=1[O:9][CH3:10]. (3) Given the reactants [NH:1]1[CH2:6][CH2:5][CH2:4][CH2:3][CH:2]1[CH2:7][CH2:8][OH:9].[CH3:10][C:11]([O:14][C:15](O[C:15]([O:14][C:11]([CH3:13])([CH3:12])[CH3:10])=[O:16])=[O:16])([CH3:13])[CH3:12], predict the reaction product. The product is: [C:11]([O:14][C:15]([N:1]1[CH2:6][CH2:5][CH2:4][CH2:3][CH:2]1[CH2:7][CH2:8][OH:9])=[O:16])([CH3:13])([CH3:12])[CH3:10]. (4) Given the reactants C([O:8][C:9]1[CH:34]=[CH:33][C:12]([CH2:13][CH2:14][NH:15][C:16]([C:18]2[C:19]([NH:26][CH:27]3[CH2:32][CH2:31][CH2:30][CH2:29][CH2:28]3)=[N:20][C:21]([C:24]#[N:25])=[N:22][CH:23]=2)=[O:17])=[CH:11][CH:10]=1)C1C=CC=CC=1.B(Br)(Br)Br, predict the reaction product. The product is: [C:24]([C:21]1[N:20]=[C:19]([NH:26][CH:27]2[CH2:32][CH2:31][CH2:30][CH2:29][CH2:28]2)[C:18]([C:16]([NH:15][CH2:14][CH2:13][C:12]2[CH:33]=[CH:34][C:9]([OH:8])=[CH:10][CH:11]=2)=[O:17])=[CH:23][N:22]=1)#[N:25]. (5) Given the reactants Cl[C:2]1[C:11]2[C:6](=[CH:7][CH:8]=[C:9]([NH:12][CH2:13][CH2:14][O:15][CH3:16])[CH:10]=2)[CH:5]=[N:4][CH:3]=1.[CH3:17][N:18]1[CH:22]=[C:21]([C:23]2[CH:28]=[CH:27][C:26](B3OC(C)(C)C(C)(C)O3)=[CH:25][CH:24]=2)[CH:20]=[N:19]1.C(#N)C.C(=O)([O-])[O-].[Na+].[Na+], predict the reaction product. The product is: [CH3:16][O:15][CH2:14][CH2:13][NH:12][C:9]1[CH:10]=[C:11]2[C:6](=[CH:7][CH:8]=1)[CH:5]=[N:4][CH:3]=[C:2]2[C:26]1[CH:25]=[CH:24][C:23]([C:21]2[CH:20]=[N:19][N:18]([CH3:17])[CH:22]=2)=[CH:28][CH:27]=1. (6) Given the reactants C(O[C:6]([N:8]1[CH2:12][C:11](=[N:13][O:14][C:15]([CH3:18])([CH3:17])[CH3:16])[CH2:10][C@H:9]1[C:19]([OH:21])=O)=[O:7])(C)(C)C.[O:22]=[C:23]1[C:28](C(Cl)=O)=[CH:27][CH:26]=[C:25]([CH2:32][CH2:33][CH2:34][CH2:35][CH3:36])[O:24]1.[CH:37]1([NH2:40])[CH2:39][CH2:38]1, predict the reaction product. The product is: [C:15]([O:14][N:13]=[C:11]1[CH2:12][N:8]([C:6]([C:28]2[C:23](=[O:22])[O:24][C:25]([CH2:32][CH2:33][CH2:34][CH2:35][CH3:36])=[CH:26][CH:27]=2)=[O:7])[C@H:9]([C:19]([NH:40][CH:37]2[CH2:39][CH2:38]2)=[O:21])[CH2:10]1)([CH3:16])([CH3:17])[CH3:18]. (7) Given the reactants [F:1][C:2]([F:14])([F:13])[C:3]1[CH:8]=[CH:7][C:6]([CH2:9][C:10](O)=O)=[CH:5][CH:4]=1.[S:15]1[C:19]2[CH:20]=[C:21]([NH2:24])[CH:22]=[CH:23][C:18]=2[N:17]=[CH:16]1, predict the reaction product. The product is: [S:15]1[C:19]2[CH:20]=[C:21]([NH:24][CH2:10][CH2:9][C:6]3[CH:7]=[CH:8][C:3]([C:2]([F:14])([F:13])[F:1])=[CH:4][CH:5]=3)[CH:22]=[CH:23][C:18]=2[N:17]=[CH:16]1. (8) Given the reactants [N:1]1[CH:6]=[CH:5][CH:4]=[CH:3][C:2]=1[CH2:7][NH2:8].[Cl:9][C:10]1[CH:15]=[CH:14][CH:13]=[CH:12][C:11]=1[CH2:16][N:17]1[C:22](=[O:23])[C:21]([C:24]([NH:26][CH2:27][C:28]([O:30]CC)=[O:29])=[O:25])=[C:20]([OH:33])[C:19]([C:34](OC)=[O:35])=[C:18]1[OH:38], predict the reaction product. The product is: [Cl:9][C:10]1[CH:15]=[CH:14][CH:13]=[CH:12][C:11]=1[CH2:16][N:17]1[C:18]([OH:38])=[C:19]([C:34]([NH:8][CH2:7][C:2]2[CH:3]=[CH:4][CH:5]=[CH:6][N:1]=2)=[O:35])[C:20]([OH:33])=[C:21]([C:24]([NH:26][CH2:27][C:28]([OH:30])=[O:29])=[O:25])[C:22]1=[O:23]. (9) Given the reactants Cl.[C:2]1([C:8]2[O:9][C:10]3[CH2:11][NH:12][CH2:13][CH2:14][C:15]=3[N:16]=2)[CH:7]=[CH:6][CH:5]=[CH:4][CH:3]=1.CN(C(ON1N=N[C:27]2[CH:28]=[CH:29][CH:30]=N[C:26]1=2)=[N+](C)C)C.F[P-](F)(F)(F)(F)F.O.[C:42]([O-:45])([O-])=[O:43].[K+].[K+].CN([CH:51]=[O:52])C, predict the reaction product. The product is: [CH:28]1([CH:27]([C:51]([N:12]2[CH2:13][CH2:14][C:15]3[N:16]=[C:8]([C:2]4[CH:3]=[CH:4][CH:5]=[CH:6][CH:7]=4)[O:9][C:10]=3[CH2:11]2)=[O:52])[CH2:26][C:42]([O:45][C:2]([CH3:8])([CH3:7])[CH3:3])=[O:43])[CH2:29][CH2:30]1.